Dataset: Forward reaction prediction with 1.9M reactions from USPTO patents (1976-2016). Task: Predict the product of the given reaction. Given the reactants [C:1]([C:4]1[C:9]([C:10]2[CH:15]=[CH:14][CH:13]=[CH:12][CH:11]=2)=[N:8][N:7]([CH2:16][CH3:17])[C:6](=[O:18])[C:5]=1[N+:19]([O-])=O)(=[O:3])[CH3:2].N[C:23]1[CH:24]=[C:25]([O:33][CH3:34])[CH:26]=[C:27]2[C:32]=1[N:31]=[CH:30][CH:29]=[CH:28]2, predict the reaction product. The product is: [C:1]([C:4]1[C:9]([C:10]2[CH:15]=[CH:14][CH:13]=[CH:12][CH:11]=2)=[N:8][N:7]([CH2:16][CH3:17])[C:6](=[O:18])[C:5]=1[NH:19][C:23]1[CH:24]=[C:25]([O:33][CH3:34])[CH:26]=[C:27]2[C:32]=1[N:31]=[CH:30][CH:29]=[CH:28]2)(=[O:3])[CH3:2].